Dataset: Reaction yield outcomes from USPTO patents with 853,638 reactions. Task: Predict the reaction yield, written as a fraction of the theoretical maximum amount of product (1.0 means a 100% yield; for example, 0.34 means a 34% yield). (1) The reactants are C[O:2][C:3](=[O:24])[CH2:4][CH2:5][CH:6]([NH:9][C:10]([C:12]1[CH:17]=[CH:16][C:15]([C:18]2[CH:23]=[CH:22][CH:21]=[CH:20][CH:19]=2)=[CH:14][CH:13]=1)=[O:11])[CH2:7][OH:8].[OH-].[Na+]. The catalyst is C1COCC1.CO. The product is [C:15]1([C:18]2[CH:19]=[CH:20][CH:21]=[CH:22][CH:23]=2)[CH:14]=[CH:13][C:12]([C:10]([NH:9][CH:6]([CH2:7][OH:8])[CH2:5][CH2:4][C:3]([OH:24])=[O:2])=[O:11])=[CH:17][CH:16]=1. The yield is 0.767. (2) The yield is 0.500. The product is [CH3:26][C:23]1[CH:24]=[CH:25][C:20](/[N:19]=[C:8]2/[C:7](=[O:16])[N:6]([C:3]3[CH:4]=[CH:5][S:1][CH:2]=3)[C:14]3[C:9]/2=[CH:10][CH:11]=[CH:12][CH:13]=3)=[CH:21][CH:22]=1. The reactants are [S:1]1[CH:5]=[CH:4][C:3]([N:6]2[C:14]3[C:9](=[CH:10][CH:11]=[CH:12][CH:13]=3)[C:8](=O)[C:7]2=[O:16])=[CH:2]1.CO.[NH2:19][C:20]1[CH:25]=[CH:24][C:23]([CH3:26])=[CH:22][CH:21]=1. The catalyst is CC(O)=O.CO. (3) The reactants are [CH3:1][C:2]1[CH:7]=[C:6]([C:8]2[CH:13]=[CH:12][CH:11]=[CH:10][CH:9]=2)[C:5]([O:14]C)=[C:4]([C:16]2[CH:21]=[CH:20][CH:19]=[CH:18][CH:17]=2)[CH:3]=1.O.C(OCC)C. The catalyst is C(Cl)Cl. The product is [CH3:1][C:2]1[CH:3]=[C:4]([C:16]2[CH:21]=[CH:20][CH:19]=[CH:18][CH:17]=2)[C:5]([OH:14])=[C:6]([C:8]2[CH:13]=[CH:12][CH:11]=[CH:10][CH:9]=2)[CH:7]=1. The yield is 0.890.